This data is from Catalyst prediction with 721,799 reactions and 888 catalyst types from USPTO. The task is: Predict which catalyst facilitates the given reaction. (1) Reactant: [C:1]([C:3]1[CH:4]=[N:5][N:6]([CH2:20][C:21]([F:24])([F:23])[F:22])[C:7]=1[NH:8][C:9](=O)[C:10]1[CH:15]=[CH:14][C:13]([N+:16]([O-:18])=[O:17])=[CH:12][CH:11]=1)#[N:2].[OH-:25].[Na+].OO. Product: [N+:16]([C:13]1[CH:14]=[CH:15][C:10]([C:9]2[N:8]=[C:7]3[N:6]([CH2:20][C:21]([F:24])([F:23])[F:22])[N:5]=[CH:4][C:3]3=[C:1]([OH:25])[N:2]=2)=[CH:11][CH:12]=1)([O-:18])=[O:17]. The catalyst class is: 8. (2) Reactant: [CH2:1]([N:8]1[CH2:13][CH2:12][N:11]([C:14]([O:16][C:17]([CH3:20])([CH3:19])[CH3:18])=[O:15])[CH2:10][C@H:9]1[CH2:21]Br)[C:2]1[CH:7]=[CH:6][CH:5]=[CH:4][CH:3]=1.[F:23][C:24]1[CH:25]=[C:26]([OH:31])[CH:27]=[C:28]([F:30])[CH:29]=1.C(=O)([O-])[O-].[K+].[K+]. Product: [CH2:1]([N:8]1[CH2:13][CH2:12][N:11]([C:14]([O:16][C:17]([CH3:20])([CH3:19])[CH3:18])=[O:15])[CH2:10][C@H:9]1[CH2:21][O:31][C:26]1[CH:25]=[C:24]([F:23])[CH:29]=[C:28]([F:30])[CH:27]=1)[C:2]1[CH:7]=[CH:6][CH:5]=[CH:4][CH:3]=1. The catalyst class is: 10. (3) Reactant: Cl.[NH2:2][CH2:3][C:4]([CH3:7])([SH:6])[CH3:5].C(N(CC)CC)C.[C:15]1(=[O:22])[O:21][C:19](=[O:20])[CH2:18][O:17][CH2:16]1. Product: [CH3:5][C:4]([SH:6])([CH3:7])[CH2:3][NH:2][C:19]([CH2:18][O:17][CH2:16][C:15]([OH:22])=[O:21])=[O:20]. The catalyst class is: 2.